This data is from Full USPTO retrosynthesis dataset with 1.9M reactions from patents (1976-2016). The task is: Predict the reactants needed to synthesize the given product. (1) Given the product [Cl:38][C:16]1[CH:17]=[CH:18][C:13]([C:2]2[S:11][C:5]3[C:6](=[O:10])[O:7][CH2:8][CH2:9][C:4]=3[C:3]=2[CH3:12])=[CH:14][CH:15]=1, predict the reactants needed to synthesize it. The reactants are: I[C:2]1[S:11][C:5]2[C:6](=[O:10])[O:7][CH2:8][CH2:9][C:4]=2[C:3]=1[CH3:12].[CH:13]1[CH:18]=[CH:17][C:16](P([C:13]2[CH:18]=[CH:17][CH:16]=[CH:15][CH:14]=2)[C:13]2[CH:18]=[CH:17][CH:16]=[CH:15][CH:14]=2)=[CH:15][CH:14]=1.C([O-])([O-])=O.[Na+].[Na+].[ClH:38].O.C1(C)C=CC(S(O)(=O)=O)=CC=1.C([O-])(O)=O.[Na+]. (2) Given the product [C:1]1([S:7]([CH:10]2[CH2:16][C:15]3([C:25]4[CH:26]=[CH:27][CH:28]=[CH:29][CH:30]=4)[N:17]([CH2:18][C:19]4[CH:20]=[CH:21][CH:22]=[CH:23][CH:24]=4)[CH:11]2[CH2:12][CH2:13][C:14]3=[O:31])(=[O:9])=[O:8])[CH:2]=[CH:3][CH:4]=[CH:5][CH:6]=1, predict the reactants needed to synthesize it. The reactants are: [C:1]1([S:7]([CH:10]2[CH2:16][C:15]3([C:25]4[CH:30]=[CH:29][CH:28]=[CH:27][CH:26]=4)[N:17]([CH2:18][C:19]4[CH:24]=[CH:23][CH:22]=[CH:21][CH:20]=4)[CH:11]2[CH:12]=[CH:13][C:14]3=[O:31])(=[O:9])=[O:8])[CH:6]=[CH:5][CH:4]=[CH:3][CH:2]=1.C([O-])=O.[NH4+]. (3) The reactants are: [F:1][C:2]1[CH:7]=[CH:6][C:5]([C:8]2[C:14]3[CH:15]=[CH:16][CH:17]=[CH:18][C:13]=3[NH:12][C:11](=O)[CH:10]([C:20]3[CH:25]=[CH:24][CH:23]=[CH:22][CH:21]=3)[N:9]=2)=[CH:4][CH:3]=1.[CH2:26]([NH2:28])[CH3:27]. Given the product [CH2:26]([NH:28][C:11]1[CH:10]([C:20]2[CH:25]=[CH:24][CH:23]=[CH:22][CH:21]=2)[N:9]=[C:8]([C:5]2[CH:6]=[CH:7][C:2]([F:1])=[CH:3][CH:4]=2)[C:14]2[CH:15]=[CH:16][CH:17]=[CH:18][C:13]=2[N:12]=1)[CH3:27], predict the reactants needed to synthesize it. (4) Given the product [NH2:11][C:8]1[CH:9]=[C:10]2[C:5](=[CH:6][CH:7]=1)[NH:4][C:3](=[O:14])[C:2]2([F:15])[F:1], predict the reactants needed to synthesize it. The reactants are: [F:1][C:2]1([F:15])[C:10]2[C:5](=[CH:6][CH:7]=[C:8]([N+:11]([O-])=O)[CH:9]=2)[NH:4][C:3]1=[O:14].CCN(C(C)C)C(C)C.N#N.